This data is from Full USPTO retrosynthesis dataset with 1.9M reactions from patents (1976-2016). The task is: Predict the reactants needed to synthesize the given product. (1) Given the product [CH3:1][C:2]1[O:6][C:5]([C:7]2[CH:8]=[N:9][CH:10]=[CH:11][CH:12]=2)=[N:4][C:3]=1[CH2:13][C:14]([OH:16])=[O:15], predict the reactants needed to synthesize it. The reactants are: [CH3:1][C:2]1[O:6][C:5]([C:7]2[CH:8]=[N:9][CH:10]=[CH:11][CH:12]=2)=[N:4][C:3]=1[CH2:13][C:14]([O:16]C)=[O:15].O.[OH-].[Li+].[OH-].[Na+]. (2) Given the product [CH3:1][N:2]1[CH2:7][CH2:6][N:5]([C:8]([O:10][C@@H:11]2[N:20]([C:21]3[CH:22]=[CH:23][C:24]([Cl:27])=[CH:25][N:26]=3)[C:18](=[O:19])[C:13]3[N:14]=[CH:15][CH:16]=[N:17][C:12]2=3)=[O:9])[CH2:4][CH2:3]1, predict the reactants needed to synthesize it. The reactants are: [CH3:1][N:2]1[CH2:7][CH2:6][N:5]([C:8]([O:10][C@@H:11]2[N:20]([C:21]3[CH:22]=[CH:23][C:24]([Cl:27])=[CH:25][N:26]=3)[C:18](=[O:19])[C:13]3[N:14]=[CH:15][CH:16]=[N:17][C:12]2=3)=[O:9])[CH2:4][CH2:3]1.C([O-])(=O)C(CC([O-])=O)O.C(=O)([O-])[O-].[K+].[K+]. (3) Given the product [OH:12][C:10]1[C:11]2[CH:24]=[CH:23][C:22]([CH3:26])([CH3:21])[O:1][C:2]=2[C:3]2[C:4]([CH2:18][CH2:19][CH3:20])=[CH:5][C:6](=[O:17])[O:7][C:8]=2[C:9]=1[C:13](=[O:16])[CH2:14][CH3:15], predict the reactants needed to synthesize it. The reactants are: [OH:1][C:2]1[CH:11]=[C:10]([OH:12])[C:9]([C:13](=[O:16])[CH2:14][CH3:15])=[C:8]2[C:3]=1[C:4]([CH2:18][CH2:19][CH3:20])=[CH:5][C:6](=[O:17])[O:7]2.[CH3:21][C:22]([CH3:26])=[CH:23][CH:24]=O. (4) Given the product [NH2:1][C:2]1[C:10]2[C:5](=[N:6][CH:7]=[CH:8][C:9]=2[C:11]([F:12])([F:13])[F:14])[S:4][C:3]=1[C:15]([NH:60][CH2:59][CH2:58][C:54]1[CH:55]=[CH:56][CH:57]=[C:52]([F:51])[CH:53]=1)=[O:17], predict the reactants needed to synthesize it. The reactants are: [NH2:1][C:2]1[C:10]2[C:5](=[N:6][CH:7]=[CH:8][C:9]=2[C:11]([F:14])([F:13])[F:12])[S:4][C:3]=1[C:15]([OH:17])=O.CN(C(ON1N=NC2C=CC=NC1=2)=[N+](C)C)C.F[P-](F)(F)(F)(F)F.CCN(C(C)C)C(C)C.[F:51][C:52]1[CH:53]=[C:54]([CH2:58][CH2:59][NH2:60])[CH:55]=[CH:56][CH:57]=1. (5) The reactants are: [C:1]([O:5][C:6](=[O:43])[NH:7][C@H:8]1[CH2:13][CH2:12][C@H:11]([N:14]([C:17]2[CH:22]=[CH:21][CH:20]=[C:19]([C:23](=[O:39])[NH:24][CH2:25][C:26]3[C:27]([O:37][CH3:38])=[N:28][C:29]([CH3:36])=[CH:30][C:31]=3[CH2:32]CC=C)[C:18]=2[CH2:40][CH:41]=[CH2:42])[CH2:15][CH3:16])[CH2:10][CH2:9]1)([CH3:4])([CH3:3])[CH3:2].O.C(Cl)(Cl)Cl. Given the product [C:1]([O:5][C:6](=[O:43])[NH:7][C@H:8]1[CH2:9][CH2:10][C@H:11]([N:14]([CH2:15][CH3:16])[C:17]2[C:18]3[CH2:40][CH:41]=[CH:42][CH2:32][C:31]4[CH:30]=[C:29]([CH3:36])[N:28]=[C:27]([O:37][CH3:38])[C:26]=4[CH2:25][NH:24][C:23](=[O:39])[C:19]=3[CH:20]=[CH:21][CH:22]=2)[CH2:12][CH2:13]1)([CH3:2])([CH3:3])[CH3:4], predict the reactants needed to synthesize it. (6) Given the product [C:38]([C:27]1[CH:28]=[C:29]([C:32]2[N:36]([CH3:37])[N:35]=[CH:34][CH:33]=2)[CH:30]=[CH:31][C:26]=1[O:25][C:19]1[CH:20]=[CH:21][C:22]([F:24])=[C:23]2[C:18]=1[CH2:17][CH2:16][C@H:15]2[O:14][C:12]1[CH:11]=[CH:10][C:9]2[C@H:5]([CH2:4][C:3]([OH:40])=[O:2])[CH2:6][O:7][C:8]=2[CH:13]=1)#[N:39], predict the reactants needed to synthesize it. The reactants are: C[O:2][C:3](=[O:40])[CH2:4][C@H:5]1[C:9]2[CH:10]=[CH:11][C:12]([O:14][C@H:15]3[C:23]4[C:18](=[C:19]([O:25][C:26]5[CH:31]=[CH:30][C:29]([C:32]6[N:36]([CH3:37])[N:35]=[CH:34][CH:33]=6)=[CH:28][C:27]=5[C:38]#[N:39])[CH:20]=[CH:21][C:22]=4[F:24])[CH2:17][CH2:16]3)=[CH:13][C:8]=2[O:7][CH2:6]1.[OH-].[K+].